Dataset: Forward reaction prediction with 1.9M reactions from USPTO patents (1976-2016). Task: Predict the product of the given reaction. Given the reactants [SH:1][C:2]1[NH:3][N:4]=[N:5][CH:6]=1.[NH2:7][C:8]1[CH:12]=[CH:11][N:10]([CH3:13])[N:9]=1.Cl[C:15]1[C:16]2[N:24]=[C:23](Cl)[CH:22]=[CH:21][C:17]=2[N:18]=[CH:19][N:20]=1, predict the reaction product. The product is: [N:5]1[CH:6]=[C:2]([S:1][C:23]2[CH:22]=[CH:21][C:17]3[N:18]=[CH:19][N:20]=[C:15]([NH:7][C:8]4[CH:12]=[CH:11][N:10]([CH3:13])[N:9]=4)[C:16]=3[N:24]=2)[NH:3][N:4]=1.